From a dataset of Experimentally validated miRNA-target interactions with 360,000+ pairs, plus equal number of negative samples. Binary Classification. Given a miRNA mature sequence and a target amino acid sequence, predict their likelihood of interaction. (1) The miRNA is hsa-miR-4428 with sequence CAAGGAGACGGGAACAUGGAGC. The protein sequence of the target gene is MGEDAAQAEKFQHPGSDMRQEKPSSPSPMPSSTPSPSLNLGNTEEAIRDNSQVNAVTVLTLLDKLVNMLDAVQENQHKMEQRQISLEGSVKGIQNDLTKLSKYQASTSNTVSKLLEKSRKVSAHTRAVKERMDRQCAQVKRLENNHAQLLRRNHFKVLIFQEENEIPASVFVKQPVSGAVEGKEELPDENKSLEETLHTVDLSSDDDLPHDEEALEDSAEEKVEESRAEKIKRSSLKKVDSLKKAFSRQNIEKKMNKLGTKIVSVERREKIKKSLTSNHQKISSGKSSPFKVSPLTFGRK.... Result: 0 (no interaction). (2) The miRNA is mmu-miR-339-3p with sequence UGAGCGCCUCGGCGACAGAGCCG. The protein sequence of the target gene is MSIAIPLGVTTPDTSYSDMAAGSDPESVEASPAVNEKSVYSTHNYGTTQRHGCRGLPYATIIPRSDLNGLPSPVEERCGDSPNSEGETVPTWCPCGLSQDGFLLNCDKCRGMSRGKVIRLHRRKQDNISGGDSSATESWDEELSPSTVLYTATQHTPTSITLTVRRTKPKKRKKSPEKGRAAPKTKKIKNSPSEAQNLDENTTEGWENRIRLWTDQYEEAFTNQYSADVQNALEQHLHSNKEFVGKPAILDTINKTELACNNTVIGSQMQLQLGRVTRVQKHRKILRAARDLALDTLIIE.... Result: 0 (no interaction).